This data is from NCI-60 drug combinations with 297,098 pairs across 59 cell lines. The task is: Regression. Given two drug SMILES strings and cell line genomic features, predict the synergy score measuring deviation from expected non-interaction effect. (1) Drug 1: COC1=CC(=CC(=C1O)OC)C2C3C(COC3=O)C(C4=CC5=C(C=C24)OCO5)OC6C(C(C7C(O6)COC(O7)C8=CC=CS8)O)O. Drug 2: C(CN)CNCCSP(=O)(O)O. Cell line: BT-549. Synergy scores: CSS=36.8, Synergy_ZIP=4.66, Synergy_Bliss=5.40, Synergy_Loewe=-13.6, Synergy_HSA=5.33. (2) Drug 1: CC1=CC=C(C=C1)C2=CC(=NN2C3=CC=C(C=C3)S(=O)(=O)N)C(F)(F)F. Drug 2: CCC(=C(C1=CC=CC=C1)C2=CC=C(C=C2)OCCN(C)C)C3=CC=CC=C3.C(C(=O)O)C(CC(=O)O)(C(=O)O)O. Cell line: IGROV1. Synergy scores: CSS=4.45, Synergy_ZIP=-1.63, Synergy_Bliss=1.05, Synergy_Loewe=-0.986, Synergy_HSA=-0.408. (3) Drug 1: C1=CC(=CC=C1CCCC(=O)O)N(CCCl)CCCl. Drug 2: CCN(CC)CCCC(C)NC1=C2C=C(C=CC2=NC3=C1C=CC(=C3)Cl)OC. Cell line: BT-549. Synergy scores: CSS=32.0, Synergy_ZIP=-6.47, Synergy_Bliss=-3.36, Synergy_Loewe=-1.93, Synergy_HSA=-0.834. (4) Drug 1: C1=CC=C(C(=C1)C(C2=CC=C(C=C2)Cl)C(Cl)Cl)Cl. Drug 2: CC1=C(C(=O)C2=C(C1=O)N3CC4C(C3(C2COC(=O)N)OC)N4)N. Cell line: RXF 393. Synergy scores: CSS=4.39, Synergy_ZIP=-0.649, Synergy_Bliss=1.14, Synergy_Loewe=-3.38, Synergy_HSA=-0.0675. (5) Drug 1: CC1=C(N=C(N=C1N)C(CC(=O)N)NCC(C(=O)N)N)C(=O)NC(C(C2=CN=CN2)OC3C(C(C(C(O3)CO)O)O)OC4C(C(C(C(O4)CO)O)OC(=O)N)O)C(=O)NC(C)C(C(C)C(=O)NC(C(C)O)C(=O)NCCC5=NC(=CS5)C6=NC(=CS6)C(=O)NCCC[S+](C)C)O. Synergy scores: CSS=28.9, Synergy_ZIP=-4.12, Synergy_Bliss=-2.09, Synergy_Loewe=0.0351, Synergy_HSA=1.79. Cell line: KM12. Drug 2: C(CC(=O)O)C(=O)CN.Cl.